Dataset: Forward reaction prediction with 1.9M reactions from USPTO patents (1976-2016). Task: Predict the product of the given reaction. (1) Given the reactants C([O:8][C:9]1[CH:14]=[C:13]([O:15]CC2C=CC=CC=2)[C:12]([Cl:23])=[CH:11][C:10]=1[C:24]1[C:28]([C:29]2[CH:34]=[CH:33][C:32]([O:35][CH3:36])=[CH:31][CH:30]=2)=[C:27]([Br:37])[NH:26][N:25]=1)C1C=CC=CC=1.B(Cl)(Cl)Cl.C([O-])(O)=O.[Na+], predict the reaction product. The product is: [Br:37][C:27]1[NH:26][N:25]=[C:24]([C:10]2[CH:11]=[C:12]([Cl:23])[C:13]([OH:15])=[CH:14][C:9]=2[OH:8])[C:28]=1[C:29]1[CH:30]=[CH:31][C:32]([O:35][CH3:36])=[CH:33][CH:34]=1. (2) Given the reactants [CH:1]1([NH:4][C:5]([C:7]2[CH:8]=[CH:9][C:10]([CH3:35])=[C:11]([C:13]3[CH:14]=[C:15]4[C:19](=[CH:20][CH:21]=3)[N:18]([CH:22]3[CH2:27][CH2:26][N:25](C(OC(C)(C)C)=O)[CH2:24][CH2:23]3)[N:17]=[CH:16]4)[CH:12]=2)=[O:6])[CH2:3][CH2:2]1.[ClH:36].CO, predict the reaction product. The product is: [ClH:36].[CH:1]1([NH:4][C:5](=[O:6])[C:7]2[CH:8]=[CH:9][C:10]([CH3:35])=[C:11]([C:13]3[CH:14]=[C:15]4[C:19](=[CH:20][CH:21]=3)[N:18]([CH:22]3[CH2:27][CH2:26][NH:25][CH2:24][CH2:23]3)[N:17]=[CH:16]4)[CH:12]=2)[CH2:3][CH2:2]1. (3) Given the reactants Cl[C:2]1[C:7]([C:8]#[N:9])=[C:6]([NH:10][CH2:11][CH:12]2[CH2:14][CH2:13]2)[N:5]=[C:4]([NH:15][CH2:16][CH2:17][OH:18])[N:3]=1.[C:19]1([CH:25]2[CH2:30][CH2:29][NH:28][CH2:27][CH2:26]2)[CH:24]=[CH:23][CH:22]=[CH:21][CH:20]=1.C(N(C(C)C)C(C)C)C, predict the reaction product. The product is: [CH:12]1([CH2:11][NH:10][C:6]2[C:7]([C:8]#[N:9])=[C:2]([N:28]3[CH2:29][CH2:30][CH:25]([C:19]4[CH:24]=[CH:23][CH:22]=[CH:21][CH:20]=4)[CH2:26][CH2:27]3)[N:3]=[C:4]([NH:15][CH2:16][CH2:17][OH:18])[N:5]=2)[CH2:14][CH2:13]1. (4) Given the reactants [C:1]([S:5]([C:8]1[C:9]2[S:16][CH:15]=[C:14]([C:17]3[CH2:21][C@@H:20]([CH2:22][O:23][CH2:24][O:25][CH3:26])[C@@H:19]([OH:27])[CH:18]=3)[C:10]=2[N:11]=[CH:12][N:13]=1)(=[O:7])=[O:6])([CH3:4])([CH3:3])[CH3:2], predict the reaction product. The product is: [C:1]([S:5]([C:8]1[C:9]2[S:16][CH:15]=[C:14]([CH:17]3[CH2:18][C@H:19]([OH:27])[C@H:20]([CH2:22][O:23][CH2:24][O:25][CH3:26])[CH2:21]3)[C:10]=2[N:11]=[CH:12][N:13]=1)(=[O:6])=[O:7])([CH3:4])([CH3:3])[CH3:2]. (5) Given the reactants [Cl:1][C:2]1[CH:3]=[CH:4][C:5]([CH:24]=[O:25])=[C:6]2[C:10]=1[N:9]=[C:8]1[N:11]([C:15]3[C:16]([CH3:23])=[N:17][C:18]([O:21][CH3:22])=[CH:19][CH:20]=3)[CH2:12][CH2:13][CH2:14][N:7]21.[CH2:26]([Mg]Br)[CH3:27], predict the reaction product. The product is: [Cl:1][C:2]1[C:10]2[N:9]=[C:8]3[N:11]([C:15]4[C:16]([CH3:23])=[N:17][C:18]([O:21][CH3:22])=[CH:19][CH:20]=4)[CH2:12][CH2:13][CH2:14][N:7]3[C:6]=2[C:5]([CH:24]([OH:25])[CH2:26][CH3:27])=[CH:4][CH:3]=1. (6) Given the reactants [S:1]([N:11]1[C:15]2[N:16]=[CH:17][C:18]3[N:19]([C:20]([C:23]45[CH2:30][CH2:29][C:26]([NH2:31])([CH2:27][CH2:28]4)[CH2:25][CH2:24]5)=[N:21][N:22]=3)[C:14]=2[CH:13]=[CH:12]1)([C:4]1[CH:10]=[CH:9][C:7]([CH3:8])=[CH:6][CH:5]=1)(=[O:3])=[O:2].Cl[C:33]1[O:34][C:35]2[CH:41]=[CH:40][CH:39]=[CH:38][C:36]=2[N:37]=1.C([O-])([O-])=O.[K+].[K+], predict the reaction product. The product is: [S:1]([N:11]1[C:15]2[N:16]=[CH:17][C:18]3[N:19]([C:20]([C:23]45[CH2:30][CH2:29][C:26]([NH:31][C:33]6[O:34][C:35]7[CH:41]=[CH:40][CH:39]=[CH:38][C:36]=7[N:37]=6)([CH2:27][CH2:28]4)[CH2:25][CH2:24]5)=[N:21][N:22]=3)[C:14]=2[CH:13]=[CH:12]1)([C:4]1[CH:10]=[CH:9][C:7]([CH3:8])=[CH:6][CH:5]=1)(=[O:3])=[O:2]. (7) The product is: [C:10]([Si:14]([CH3:16])([CH3:15])[O:1][C:2]1[CH:3]=[C:4]([CH:7]=[CH:8][CH:9]=1)[CH:5]=[O:6])([CH3:13])([CH3:12])[CH3:11]. Given the reactants [OH:1][C:2]1[CH:3]=[C:4]([CH:7]=[CH:8][CH:9]=1)[CH:5]=[O:6].[C:10]([Si:14](Cl)([CH3:16])[CH3:15])([CH3:13])([CH3:12])[CH3:11].N1C=CN=C1, predict the reaction product.